This data is from Retrosynthesis with 50K atom-mapped reactions and 10 reaction types from USPTO. The task is: Predict the reactants needed to synthesize the given product. (1) The reactants are: COc1cc(CCC(C)=O)ccc1O.NCc1ccc(C(F)(F)F)cc1. Given the product COc1cc(CCC(C)NCc2ccc(C(F)(F)F)cc2)ccc1O, predict the reactants needed to synthesize it. (2) Given the product O=CN(CCC12CCCN1CCC2)c1ccccc1, predict the reactants needed to synthesize it. The reactants are: ClCCC12CCCN1CCC2.O=CNc1ccccc1. (3) Given the product O=C(Nc1ccc(OC(F)(F)F)cc1)c1cccc(-c2cnc(OCCO)nc2)c1, predict the reactants needed to synthesize it. The reactants are: O=C(Nc1ccc(OC(F)(F)F)cc1)c1cccc(-c2cnc(Cl)nc2)c1.OCCO. (4) Given the product COc1cccc(C(=O)Nc2ccc3[nH]c4c(c3c2)CC(N(C)C)CC4)c1, predict the reactants needed to synthesize it. The reactants are: CN(C)C1CCc2[nH]c3ccc(N)cc3c2C1.COc1cccc(C(=O)Cl)c1.